From a dataset of hERG potassium channel inhibition data for cardiac toxicity prediction from Karim et al.. Regression/Classification. Given a drug SMILES string, predict its toxicity properties. Task type varies by dataset: regression for continuous values (e.g., LD50, hERG inhibition percentage) or binary classification for toxic/non-toxic outcomes (e.g., AMES mutagenicity, cardiotoxicity, hepatotoxicity). Dataset: herg_karim. (1) The molecule is Cc1nc(C(=O)O)ccc1-c1nnc(SCCCN2CC[C@]3(C[C@@H]3c3ccc(C(F)(F)F)cc3)C2)n1C. The result is 0 (non-blocker). (2) The compound is CN1C2CCC1CC(OC(=O)C(CO)c1ccccc1)C2. The result is 1 (blocker). (3) The compound is CSc1ccc([C@@H]2N=C(OCc3ccc(NS(C)(=O)=O)cc3)N(C)Cc3ccccc32)cc1.Cl. The result is 0 (non-blocker). (4) The compound is COc1cc(N2CCN(CC(=O)N(C)C)CC2)ccc1Nc1ncc(Cl)c(-c2cnc3ccccn23)n1. The result is 0 (non-blocker). (5) The compound is Nc1nc2c(s1)CC[C@H]2C(=O)Nc1ccc(C[C@@H]2CC[C@H]([C@H](O)c3cccc(F)c3)N2)cc1. The result is 1 (blocker). (6) The compound is COc1ccc(CCN2C(=O)N(NS(=O)(=O)CF)C[C@@H]2c2ccc(OC)cc2)cc1. The result is 0 (non-blocker). (7) The compound is O=C(Cn1cc(Nc2ncnc3cc(OCCCN4CCC[C@@H]4COP(=O)(O)O)ccc23)cn1)Nc1cccc(F)c1F. The result is 0 (non-blocker). (8) The drug is c1ccc2c(N3CCN(CCCOc4ccc5c(c4)CNC5)CC3)cccc2c1. The result is 1 (blocker). (9) The result is 1 (blocker). The drug is COc1cccc2c1nc(N)n1nc(CN3CCN(c4ccc(F)cc4)C[C@H]3C)nc21.